From a dataset of Reaction yield outcomes from USPTO patents with 853,638 reactions. Predict the reaction yield, written as a fraction of the theoretical maximum amount of product (1.0 means a 100% yield; for example, 0.34 means a 34% yield). (1) The reactants are [Br:1][C:2]1[CH:11]=[C:10]2[C:5]([CH2:6][CH2:7][CH2:8][C:9]2=[O:12])=[CH:4][CH:3]=1.Cl.[NH2:14]O.[Na]. The catalyst is CO. The product is [Br:1][C:2]1[CH:3]=[CH:4][C:5]2[CH2:6][CH2:7][CH2:8][C:9](=[O:12])[NH:14][C:10]=2[CH:11]=1. The yield is 0.660. (2) The product is [C:32]([O:36][C:37]([N:39]1[CH2:43][CH2:42][C@H:41]([O:44][C:62]2[CH:63]=[CH:64][C:59]3[O:58][CH2:57][CH2:56][N:55]([C:49]4[CH:50]=[N:51][C:52]([O:53][CH3:54])=[C:47]([CH:46]([F:67])[F:45])[CH:48]=4)[C:60]=3[C:61]=2[CH3:66])[CH2:40]1)=[O:38])([CH3:35])([CH3:33])[CH3:34]. The reactants are C1(P(C2C=CC=CC=2)C2C=CC=CC=2)C=CC=CC=1.CCOC(/N=N/C(OCC)=O)=O.[C:32]([O:36][C:37]([N:39]1[CH2:43][CH2:42][C@@H:41]([OH:44])[CH2:40]1)=[O:38])([CH3:35])([CH3:34])[CH3:33].[F:45][CH:46]([F:67])[C:47]1[CH:48]=[C:49]([N:55]2[C:60]3[C:61]([CH3:66])=[C:62](O)[CH:63]=[CH:64][C:59]=3[O:58][CH2:57][CH2:56]2)[CH:50]=[N:51][C:52]=1[O:53][CH3:54]. The yield is 0.420. The catalyst is C1COCC1.CCOC(C)=O.